From a dataset of Catalyst prediction with 721,799 reactions and 888 catalyst types from USPTO. Predict which catalyst facilitates the given reaction. (1) Reactant: [C:1]([C:5]1[CH:10]=[CH:9][C:8]([S:11]([NH:14][C:15]2[CH:23]=[C:22]([F:24])[C:21]([Cl:25])=[CH:20][C:16]=2[C:17](Cl)=[O:18])(=[O:13])=[O:12])=[CH:7][CH:6]=1)([CH3:4])([CH3:3])[CH3:2].[NH2:26][NH2:27]. Product: [C:1]([C:5]1[CH:10]=[CH:9][C:8]([S:11]([NH:14][C:15]2[CH:23]=[C:22]([F:24])[C:21]([Cl:25])=[CH:20][C:16]=2[C:17]([NH:26][NH2:27])=[O:18])(=[O:13])=[O:12])=[CH:7][CH:6]=1)([CH3:4])([CH3:3])[CH3:2]. The catalyst class is: 4. (2) Reactant: C(N(S(F)(F)[F:7])CC)C.[C:10]([N:18]1[CH2:22][CH2:21][CH2:20][C@H:19]1[CH2:23]O)(=[O:17])[C:11]1[CH:16]=[CH:15][CH:14]=[CH:13][CH:12]=1.C(=O)([O-])O.[Na+].C(Cl)(Cl)Cl. Product: [C:10]([N:18]1[CH2:22][CH2:21][CH2:20][C@H:19]1[CH2:23][F:7])(=[O:17])[C:11]1[CH:16]=[CH:15][CH:14]=[CH:13][CH:12]=1. The catalyst class is: 4. (3) Reactant: Cl[C:2]1[C:11]([CH:12]=[O:13])=[CH:10][C:9]2[C:4](=[CH:5][CH:6]=[C:7]([F:14])[CH:8]=2)[N:3]=1.C(N(CC)CC)C.O.CCOC(C)=O. Product: [F:14][C:7]1[CH:8]=[C:9]2[C:4](=[CH:5][CH:6]=1)[N:3]=[CH:2][C:11]([CH:12]=[O:13])=[CH:10]2. The catalyst class is: 128. (4) Reactant: F[C:2]1[CH:7]=[CH:6][C:5]([N+:8]([O-:10])=[O:9])=[CH:4][CH:3]=1.Cl.[O:12]([CH:19]1[CH2:24][CH2:23][NH:22][CH2:21][CH2:20]1)[C:13]1[CH:18]=[CH:17][CH:16]=[CH:15][CH:14]=1.C(=O)([O-])[O-].[K+].[K+].O. Product: [N+:8]([C:5]1[CH:6]=[CH:7][C:2]([N:22]2[CH2:23][CH2:24][CH:19]([O:12][C:13]3[CH:18]=[CH:17][CH:16]=[CH:15][CH:14]=3)[CH2:20][CH2:21]2)=[CH:3][CH:4]=1)([O-:10])=[O:9]. The catalyst class is: 9. (5) Reactant: [CH3:1][O:2][C:3]1[CH:18]=[CH:17][C:6]([C:7]([C:9]2[CH:14]=[CH:13][C:12]([O:15][CH3:16])=[CH:11][CH:10]=2)=[O:8])=[CH:5][CH:4]=1.[I:19]I.O.[N+]([O-])(O)=O. Product: [I:19][C:11]1[CH:10]=[C:9]([C:7]([C:6]2[CH:5]=[CH:4][C:3]([O:2][CH3:1])=[CH:18][CH:17]=2)=[O:8])[CH:14]=[CH:13][C:12]=1[O:15][CH3:16]. The catalyst class is: 12.